The task is: Predict the reaction yield, written as a fraction of the theoretical maximum amount of product (1.0 means a 100% yield; for example, 0.34 means a 34% yield).. This data is from Reaction yield outcomes from USPTO patents with 853,638 reactions. The reactants are Cl[C:2]1[N:7]=[CH:6][N:5]=[C:4]([NH:8][C:9]2[CH:14]=[CH:13][C:12]([N:15]3[CH:19]=[C:18]([CH3:20])[N:17]=[CH:16]3)=[C:11]([O:21][CH3:22])[CH:10]=2)[N:3]=1.[OH:23][C:24]1[CH:29]=[CH:28][CH:27]=[CH:26][C:25]=1[C:30]([F:33])([F:32])[F:31]. The catalyst is C(OCC)(=O)C. The product is [CH3:22][O:21][C:11]1[CH:10]=[C:9]([NH:8][C:4]2[N:3]=[C:2]([O:23][C:24]3[CH:29]=[CH:28][CH:27]=[CH:26][C:25]=3[C:30]([F:31])([F:32])[F:33])[N:7]=[CH:6][N:5]=2)[CH:14]=[CH:13][C:12]=1[N:15]1[CH:19]=[C:18]([CH3:20])[N:17]=[CH:16]1. The yield is 0.330.